From a dataset of Catalyst prediction with 721,799 reactions and 888 catalyst types from USPTO. Predict which catalyst facilitates the given reaction. (1) Reactant: [CH3:1][C:2]([CH3:22])([CH3:21])[CH2:3][C:4]([NH:6][C:7]1[C:8]([CH3:20])=[CH:9][C:10]2[O:14][C:13]([CH3:16])([CH3:15])[CH:12](O)[C:11]=2[C:18]=1[CH3:19])=[O:5].C([SiH](CC)CC)C.O. Product: [CH3:1][C:2]([CH3:22])([CH3:21])[CH2:3][C:4]([NH:6][C:7]1[C:8]([CH3:20])=[CH:9][C:10]2[O:14][C:13]([CH3:15])([CH3:16])[CH2:12][C:11]=2[C:18]=1[CH3:19])=[O:5]. The catalyst class is: 55. (2) Reactant: [C:1]1([C@H:7]([O:13][C:14]2[CH:19]=[CH:18][C:17]([O:20][C:21]([F:24])([F:23])[F:22])=[CH:16][CH:15]=2)[CH2:8][CH2:9][CH2:10][CH2:11][NH2:12])[CH:6]=[CH:5][CH:4]=[CH:3][CH:2]=1.[C:25]([OH:32])(=[O:31])/[CH:26]=[CH:27]/[C:28]([OH:30])=[O:29]. Product: [C:25]([OH:32])(=[O:31])/[CH:26]=[CH:27]/[C:28]([OH:30])=[O:29].[C:1]1([C@H:7]([O:13][C:14]2[CH:15]=[CH:16][C:17]([O:20][C:21]([F:22])([F:23])[F:24])=[CH:18][CH:19]=2)[CH2:8][CH2:9][CH2:10][CH2:11][NH2:12])[CH:6]=[CH:5][CH:4]=[CH:3][CH:2]=1. The catalyst class is: 8. (3) Reactant: [CH3:1][N:2]1[CH:6]([C:7]([OH:9])=O)[CH2:5][C:4]([CH3:10])=[N:3]1.[NH2:11][C:12]1[CH:13]=[C:14]([CH:31]=[CH:32][C:33]=1[CH3:34])[O:15][C:16]1[CH:17]=[CH:18][C:19]2[N:20]([CH:22]=[C:23]([NH:25][C:26]([CH:28]3[CH2:30][CH2:29]3)=[O:27])[N:24]=2)[N:21]=1.C(N(CC)C(C)C)(C)C. The catalyst class is: 9. Product: [CH:28]1([C:26]([NH:25][C:23]2[N:24]=[C:19]3[CH:18]=[CH:17][C:16]([O:15][C:14]4[CH:31]=[CH:32][C:33]([CH3:34])=[C:12]([NH:11][C:7]([CH:6]5[N:2]([CH3:1])[N:3]=[C:4]([CH3:10])[CH2:5]5)=[O:9])[CH:13]=4)=[N:21][N:20]3[CH:22]=2)=[O:27])[CH2:29][CH2:30]1. (4) Reactant: [OH:1][CH2:2][C@@H:3]([NH:6][C:7](=[O:13])[O:8][C:9]([CH3:12])([CH3:11])[CH3:10])[CH2:4][CH3:5].[H-].[Na+].Br[CH2:17][C:18]([O:20][C:21]([CH3:24])([CH3:23])[CH3:22])=[O:19]. Product: [C:9]([O:8][C:7]([NH:6][C@@H:3]([CH2:4][CH3:5])[CH2:2][O:1][CH2:17][C:18]([O:20][C:21]([CH3:24])([CH3:23])[CH3:22])=[O:19])=[O:13])([CH3:12])([CH3:11])[CH3:10]. The catalyst class is: 1. (5) Reactant: Br.Br[CH2:3][C:4]([C:6]1[CH:11]=[CH:10][N:9]=[CH:8][CH:7]=1)=O.[C:12]([C:15]1[CH:16]=[C:17]([NH:21][C:22]([NH2:24])=[S:23])[CH:18]=[CH:19][CH:20]=1)(=[O:14])[CH3:13].N. Product: [N:9]1[CH:10]=[CH:11][C:6]([C:4]2[N:24]=[C:22]([NH:21][C:17]3[CH:16]=[C:15]([C:12](=[O:14])[CH3:13])[CH:20]=[CH:19][CH:18]=3)[S:23][CH:3]=2)=[CH:7][CH:8]=1. The catalyst class is: 88. (6) Reactant: [CH:1]1([NH:5][S:6]([N:9]2[C:14]3([CH2:16][CH2:15]3)[CH2:13][N:12]([C:17]3[C:18]4[CH:25]=[CH:24][NH:23][C:19]=4[N:20]=[CH:21][N:22]=3)[CH2:11][CH2:10]2)(=[O:8])=[O:7])[CH2:4][CH2:3][CH2:2]1.C([O-])([O-])=O.[K+].[K+].[O:32](C(OC(C)(C)C)=O)[C:33]([O:35][C:36]([CH3:39])([CH3:38])[CH3:37])=O.O. Product: [CH:1]1([NH:5][S:6]([N:9]2[C:14]3([CH2:15][CH2:16]3)[CH2:13][N:12]([C:17]3[C:18]4[CH:25]=[CH:24][N:23]([C:33]([O:35][C:36]([CH3:39])([CH3:38])[CH3:37])=[O:32])[C:19]=4[N:20]=[CH:21][N:22]=3)[CH2:11][CH2:10]2)(=[O:7])=[O:8])[CH2:4][CH2:3][CH2:2]1. The catalyst class is: 3. (7) Reactant: [NH2:1][C:2]1[CH:6]=[CH:5][S:4][C:3]=1[C:7]([O:9][CH3:10])=[O:8].[F:11][C:12]([F:25])([F:24])[O:13][C:14]1[CH:15]=[C:16]([S:20](Cl)(=[O:22])=[O:21])[CH:17]=[CH:18][CH:19]=1.N1C=CC=CC=1. Product: [F:25][C:12]([F:11])([F:24])[O:13][C:14]1[CH:15]=[C:16]([S:20]([NH:1][C:2]2[CH:6]=[CH:5][S:4][C:3]=2[C:7]([O:9][CH3:10])=[O:8])(=[O:22])=[O:21])[CH:17]=[CH:18][CH:19]=1. The catalyst class is: 4.